Predict the reactants needed to synthesize the given product. From a dataset of Full USPTO retrosynthesis dataset with 1.9M reactions from patents (1976-2016). (1) Given the product [C:29]([O:28][C:26]([N:23]1[CH2:22][CH:21]=[C:20]([C:2]2[C:7]3[CH:8]=[CH:9][O:10][C:6]=3[C:5]([F:11])=[CH:4][CH:3]=2)[CH2:25][CH2:24]1)=[O:27])([CH3:32])([CH3:30])[CH3:31], predict the reactants needed to synthesize it. The reactants are: Br[C:2]1[C:7]2[CH:8]=[CH:9][O:10][C:6]=2[C:5]([F:11])=[CH:4][CH:3]=1.CC1(C)C(C)(C)OB([C:20]2[CH2:25][CH2:24][N:23]([C:26]([O:28][C:29]([CH3:32])([CH3:31])[CH3:30])=[O:27])[CH2:22][CH:21]=2)O1.C(=O)([O-])[O-].[Na+].[Na+].C1(P(C2C=CC=CC=2)C2C=CC=CC=2)C=CC=CC=1. (2) Given the product [F:19][C:20]1[C:28]([N:29]([CH3:38])[C:30](=[O:37])[C:31]2[CH:32]=[CH:33][CH:34]=[CH:35][CH:36]=2)=[CH:27][CH:26]=[CH:25][C:21]=1[C:22]([NH:5][C:4]1[CH:6]=[CH:7][CH:8]=[CH:9][C:3]=1[C:2]([F:10])([F:11])[F:1])=[O:23], predict the reactants needed to synthesize it. The reactants are: [F:1][C:2]([F:11])([F:10])[C:3]1[CH:9]=[CH:8][CH:7]=[CH:6][C:4]=1[NH2:5].C(N(CC)CC)C.[F:19][C:20]1[C:28]([N:29]([CH3:38])[C:30](=[O:37])[C:31]2[CH:36]=[CH:35][CH:34]=[CH:33][CH:32]=2)=[CH:27][CH:26]=[CH:25][C:21]=1[C:22](Cl)=[O:23].[OH-].[Na+]. (3) The reactants are: [Cl:1][C:2]1[CH:36]=[CH:35][CH:34]=[CH:33][C:3]=1[C:4]([NH:6][C@H:7]1[C:15]2[C:10](=[CH:11][CH:12]=[C:13]([C:16]([N:18]([CH:20]3[CH2:25][CH2:24][N:23](C(OC(C)(C)C)=O)[CH2:22][CH2:21]3)[CH3:19])=[O:17])[CH:14]=2)[CH2:9][CH2:8]1)=[O:5].FC(F)(F)C(O)=O. Given the product [Cl:1][C:2]1[CH:36]=[CH:35][CH:34]=[CH:33][C:3]=1[C:4]([NH:6][C@H:7]1[C:15]2[C:10](=[CH:11][CH:12]=[C:13]([C:16]([N:18]([CH3:19])[CH:20]3[CH2:21][CH2:22][NH:23][CH2:24][CH2:25]3)=[O:17])[CH:14]=2)[CH2:9][CH2:8]1)=[O:5], predict the reactants needed to synthesize it. (4) Given the product [Cl:1][C:2]1[CH:7]=[C:6]([NH:8][C:9]2[CH:14]=[CH:13][CH:12]=[C:11]([O:39][CH3:38])[CH:10]=2)[CH:5]=[CH:4][C:3]=1[C:19]([C:21]1[CH:26]=[C:25]([N+:27]([O-:29])=[O:28])[CH:24]=[CH:23][C:22]=1[CH3:30])=[O:20], predict the reactants needed to synthesize it. The reactants are: [Cl:1][C:2]1[CH:7]=[C:6]([NH:8][C:9]2[CH:14]=[CH:13][C:12](C(F)(F)F)=[CH:11][CH:10]=2)[CH:5]=[CH:4][C:3]=1[C:19]([C:21]1[CH:26]=[C:25]([N+:27]([O-:29])=[O:28])[CH:24]=[CH:23][C:22]=1[CH3:30])=[O:20].BrC1C=CC([C:38](C2C=C([N+]([O-])=O)C=CC=2C)=[O:39])=C(Cl)C=1.COC1C=C(N)C=CC=1. (5) Given the product [Br:2][C:3]1[CH:8]=[CH:7][C:6]([C:9]2[NH:13][C:12](=[O:14])[C:11]3([CH2:19][CH2:18][N:17]([C:30]([O:32][CH3:33])=[O:31])[CH2:16][CH2:15]3)[N:10]=2)=[CH:5][CH:4]=1, predict the reactants needed to synthesize it. The reactants are: Cl.[Br:2][C:3]1[CH:8]=[CH:7][C:6]([C:9]2[NH:13][C:12](=[O:14])[C:11]3([CH2:19][CH2:18][NH:17][CH2:16][CH2:15]3)[N:10]=2)=[CH:5][CH:4]=1.CCN(C(C)C)C(C)C.Cl[C:30]([O:32][CH3:33])=[O:31]. (6) Given the product [CH3:18][O:19][C:20](=[O:32])[C@H:21]([NH:29][C:30]([O:17][CH2:16][C:13]1[CH:14]=[CH:15][C:9]2[O:8][C:7]([C:1]3[CH:6]=[CH:5][CH:4]=[CH:3][CH:2]=3)=[CH:11][C:10]=2[CH:12]=1)=[O:31])[CH2:22][C:23]1[CH:24]=[CH:25][CH:26]=[CH:27][CH:28]=1, predict the reactants needed to synthesize it. The reactants are: [C:1]1([C:7]2[O:8][C:9]3[CH:15]=[CH:14][C:13]([CH2:16][OH:17])=[CH:12][C:10]=3[CH:11]=2)[CH:6]=[CH:5][CH:4]=[CH:3][CH:2]=1.[CH3:18][O:19][C:20](=[O:32])[C@H:21]([N:29]=[C:30]=[O:31])[CH2:22][C:23]1[CH:28]=[CH:27][CH:26]=[CH:25][CH:24]=1.C(N(CC)CC)C.COC(=O)C(N=C=O)CC1C=CC=CC=1. (7) Given the product [NH2:1][C:4]1[NH:5][C:6]([C:10]([NH:12][CH2:13][C:14]2[CH:19]=[CH:18][C:17]([Br:20])=[C:16]([O:21][C:22]3[CH:27]=[C:26]([C:28]#[N:29])[CH:25]=[C:24]([Cl:30])[CH:23]=3)[C:15]=2[F:31])=[O:11])=[C:7]([Cl:9])[N:8]=1, predict the reactants needed to synthesize it. The reactants are: [N:1]([C:4]1[NH:5][C:6]([C:10]([NH:12][CH2:13][C:14]2[CH:19]=[CH:18][C:17]([Br:20])=[C:16]([O:21][C:22]3[CH:27]=[C:26]([C:28]#[N:29])[CH:25]=[C:24]([Cl:30])[CH:23]=3)[C:15]=2[F:31])=[O:11])=[C:7]([Cl:9])[N:8]=1)=[N+]=[N-]. (8) The reactants are: [CH3:1][C:2]1[CH:8]=[CH:7][C:5]([NH2:6])=[CH:4][C:3]=1[N:9]1[C:16]2[N:12]([N:13]=[C:14]([C:17]3[CH:18]=[N:19][NH:20][CH:21]=3)[CH:15]=2)[CH:11]=[CH:10]1.CN(C(ON1N=NC2C=CC=NC1=2)=[N+](C)C)C.F[P-](F)(F)(F)(F)F.CN1CCOCC1.[OH:53][C:54]([C:57]1[CH:58]=[C:59]([CH:63]=[C:64]([S:66]([F:71])([F:70])([F:69])([F:68])[F:67])[CH:65]=1)[C:60](O)=[O:61])([CH3:56])[CH3:55].N. Given the product [OH:53][C:54]([C:57]1[CH:58]=[C:59]([CH:63]=[C:64]([S:66]([F:71])([F:67])([F:68])([F:69])[F:70])[CH:65]=1)[C:60]([NH:6][C:5]1[CH:7]=[CH:8][C:2]([CH3:1])=[C:3]([N:9]2[C:16]3[N:12]([N:13]=[C:14]([C:17]4[CH:18]=[N:19][NH:20][CH:21]=4)[CH:15]=3)[CH:11]=[CH:10]2)[CH:4]=1)=[O:61])([CH3:55])[CH3:56], predict the reactants needed to synthesize it. (9) Given the product [F:49][C:48]([F:51])([F:50])[S:45]([O:15][C:12]1[CH:13]=[CH:14][C:9]([C:6]2[N:7]=[N:8][C:3]([N:2]([CH3:1])[CH:21]3[CH2:26][C:25]([CH3:28])([CH3:27])[NH:24][C:23]([CH3:30])([CH3:29])[CH2:22]3)=[CH:4][CH:5]=2)=[C:10]([O:16][C:17]([F:20])([F:18])[F:19])[CH:11]=1)(=[O:47])=[O:46], predict the reactants needed to synthesize it. The reactants are: [CH3:1][N:2]([CH:21]1[CH2:26][C:25]([CH3:28])([CH3:27])[NH:24][C:23]([CH3:30])([CH3:29])[CH2:22]1)[C:3]1[N:8]=[N:7][C:6]([C:9]2[CH:14]=[CH:13][C:12]([OH:15])=[CH:11][C:10]=2[O:16][C:17]([F:20])([F:19])[F:18])=[CH:5][CH:4]=1.CCN(CC)CC.C1C=CC(N([S:45]([C:48]([F:51])([F:50])[F:49])(=[O:47])=[O:46])[S:45]([C:48]([F:51])([F:50])[F:49])(=[O:47])=[O:46])=CC=1.